Dataset: Catalyst prediction with 721,799 reactions and 888 catalyst types from USPTO. Task: Predict which catalyst facilitates the given reaction. (1) The catalyst class is: 66. Product: [Cl:1][C:2]1[CH:7]=[CH:6][C:5]([N:8]2[C:17](=[O:19])[CH:18]=[C:11]([C:12]([F:15])([F:14])[F:13])[CH:10]=[N:9]2)=[CH:4][CH:3]=1. Reactant: [Cl:1][C:2]1[CH:7]=[CH:6][C:5]([NH:8][N:9]=[CH:10][C:11](=O)[C:12]([F:15])([F:14])[F:13])=[CH:4][CH:3]=1.[CH2:17]([O:19]P(CC(OCC)=O)(OCC)=O)[CH3:18]. (2) Reactant: [Cl:1][C:2]1[CH:7]=[CH:6][C:5]([C:8]2[CH:13]=[C:12]([CH:14]([F:16])[F:15])[N:11]3[N:17]=[CH:18][C:19](I)=[C:10]3[N:9]=2)=[CH:4][C:3]=1[CH3:21].[CH3:22][Si:23]([C:26]#[CH:27])([CH3:25])[CH3:24].C(N(CC)CC)C. Product: [Cl:1][C:2]1[CH:7]=[CH:6][C:5]([C:8]2[CH:13]=[C:12]([CH:14]([F:16])[F:15])[N:11]3[N:17]=[CH:18][C:19]([C:27]#[C:26][Si:23]([CH3:25])([CH3:24])[CH3:22])=[C:10]3[N:9]=2)=[CH:4][C:3]=1[CH3:21]. The catalyst class is: 9. (3) Reactant: [C:1]([CH2:4][CH2:5][C:6]1[C:18]([CH2:19][CH2:20][CH2:21][CH2:22][CH2:23][C:24]#[C:25][C:26]2[CH:27]=[C:28]([C:41]3[CH:46]=[CH:45][CH:44]=[CH:43][CH:42]=3)[CH:29]=[C:30]([C:32]([N:34]3[CH2:39][CH2:38][N:37]([CH3:40])[CH2:36][CH2:35]3)=[O:33])[CH:31]=2)=[CH:17][CH:16]=[CH:15][C:7]=1[O:8][CH2:9][CH2:10][CH2:11][C:12]([OH:14])=[O:13])([OH:3])=[O:2]. Product: [C:1]([CH2:4][CH2:5][C:6]1[C:18]([CH2:19][CH2:20][CH2:21][CH2:22][CH2:23][CH2:24][CH2:25][C:26]2[CH:27]=[C:28]([C:41]3[CH:42]=[CH:43][CH:44]=[CH:45][CH:46]=3)[CH:29]=[C:30]([C:32]([N:34]3[CH2:39][CH2:38][N:37]([CH3:40])[CH2:36][CH2:35]3)=[O:33])[CH:31]=2)=[CH:17][CH:16]=[CH:15][C:7]=1[O:8][CH2:9][CH2:10][CH2:11][C:12]([OH:14])=[O:13])([OH:3])=[O:2]. The catalyst class is: 19. (4) Reactant: [Na:1].[CH2:2]1[O:4][CH2:3]1.[C:5]([OH:10])(=[O:9])[C:6]([CH3:8])=[CH2:7].[CH2:11]=[CH:12][C:13]1[CH:18]=[CH:17][CH:16]=[CH:15][CH:14]=1.[C:19]([OH:24])(=[O:23])[C:20]([CH3:22])=[CH2:21].[C:25]([O:29][CH2:30][CH2:31][CH2:32][CH3:33])(=[O:28])[CH:26]=[CH2:27].S(OOS([O-])(=O)=O)([O-])(=O)=O.[NH4+].[NH4+]. Product: [C:5]([OH:10])(=[O:9])[C:6]([CH3:8])=[CH2:7].[CH2:11]=[CH:12][C:13]1[CH:18]=[CH:17][CH:16]=[CH:15][CH:14]=1.[C:25]([O:29][CH2:30][CH2:31][CH2:32][CH3:33])(=[O:28])[CH:26]=[CH2:27].[Na:1].[CH2:3]1[O:4][CH2:2]1.[C:19]([OH:24])(=[O:23])[C:20]([CH3:22])=[CH2:21]. The catalyst class is: 6. (5) Reactant: [Cl:1][C:2]1[N:10]=[C:9]2[C:5]([N:6]=[C:7]([CH:12]=O)[N:8]2[CH3:11])=[C:4]([N:14]2[CH2:19][CH2:18][O:17][CH2:16][CH2:15]2)[N:3]=1.[NH:20]1[CH2:23][CH:22]([N:24]2[CH2:29][CH2:28][O:27][CH2:26][CH2:25]2)[CH2:21]1.C(O[BH-](OC(=O)C)OC(=O)C)(=O)C.[Na+]. Product: [Cl:1][C:2]1[N:10]=[C:9]2[C:5]([N:6]=[C:7]([CH2:12][N:20]3[CH2:23][CH:22]([N:24]4[CH2:29][CH2:28][O:27][CH2:26][CH2:25]4)[CH2:21]3)[N:8]2[CH3:11])=[C:4]([N:14]2[CH2:19][CH2:18][O:17][CH2:16][CH2:15]2)[N:3]=1. The catalyst class is: 26. (6) Reactant: [N:1]1[O:2][N:3]=[C:4]2[C:9]([CH:10]=O)=[CH:8][CH:7]=[CH:6][C:5]=12.[NH2:12][C:13]1[CH:17]=[CH:16][NH:15][N:14]=1.[C:18]1([N:24]2[CH2:29][CH2:28][CH:27]([C:30](=O)[CH2:31][C:32]#[N:33])[CH2:26][CH2:25]2)[CH:23]=[CH:22][CH:21]=[CH:20][CH:19]=1. Product: [N:1]1[O:2][N:3]=[C:4]2[C:9]([CH:10]3[C:31]([C:32]#[N:33])=[C:30]([CH:27]4[CH2:26][CH2:25][N:24]([C:18]5[CH:19]=[CH:20][CH:21]=[CH:22][CH:23]=5)[CH2:29][CH2:28]4)[NH:12][C:13]4=[N:14][NH:15][CH:16]=[C:17]34)=[CH:8][CH:7]=[CH:6][C:5]=12. The catalyst class is: 10. (7) Reactant: C1COCC1.Br.[CH3:7][N:8]([CH2:10][CH2:11][CH2:12][P+](C1C=CC=CC=1)(C1C=CC=CC=1)C1C=CC=CC=1)[CH3:9].O=[C:33]1[C:42]2[CH:43]=[CH:44][CH:45]=[CH:46][C:41]=2[CH2:40][CH2:39][C:38]2[CH:37]=[C:36]([CH:47]=[CH:48][C:49]([O:51][CH2:52][CH3:53])=[O:50])[S:35][C:34]1=2.[ClH:54].O1CCOCC1. Product: [ClH:54].[CH3:7][N:8]([CH3:9])[CH2:10][CH2:11]/[CH:12]=[C:33]1\[C:34]2[S:35][C:36](/[CH:47]=[CH:48]/[C:49]([O:51][CH2:52][CH3:53])=[O:50])=[CH:37][C:38]=2[CH2:39][CH2:40][C:41]2[CH:46]=[CH:45][CH:44]=[CH:43][C:42]\1=2. The catalyst class is: 12. (8) Reactant: [CH2:1]([O:8][C:9]1[C:10]([C:38]([NH:40][CH2:41][C:42]([O:44][CH2:45][C:46]2[CH:51]=[CH:50][CH:49]=[CH:48][CH:47]=2)=[O:43])=[O:39])=[N:11][C:12]([CH2:16][CH:17]2[CH2:22][CH2:21][N:20]([C:23]3[CH:28]=[CH:27][C:26]([C:29]4[CH:34]=[CH:33][C:32]([CH:35]([OH:37])[CH3:36])=[CH:31][N:30]=4)=[CH:25][CH:24]=3)[CH2:19][CH2:18]2)=[N:13][C:14]=1[CH3:15])[C:2]1[CH:7]=[CH:6][CH:5]=[CH:4][CH:3]=1.[C:52](OC(=O)C)(=[O:54])[CH3:53].C(N(CC)CC)C.C(=O)([O-])O.[Na+]. Product: [C:52]([O:37][CH:35]([C:32]1[CH:33]=[CH:34][C:29]([C:26]2[CH:27]=[CH:28][C:23]([N:20]3[CH2:19][CH2:18][CH:17]([CH2:16][C:12]4[N:11]=[C:10]([C:38]([NH:40][CH2:41][C:42]([O:44][CH2:45][C:46]5[CH:47]=[CH:48][CH:49]=[CH:50][CH:51]=5)=[O:43])=[O:39])[C:9]([O:8][CH2:1][C:2]5[CH:7]=[CH:6][CH:5]=[CH:4][CH:3]=5)=[C:14]([CH3:15])[N:13]=4)[CH2:22][CH2:21]3)=[CH:24][CH:25]=2)=[N:30][CH:31]=1)[CH3:36])(=[O:54])[CH3:53]. The catalyst class is: 272. (9) Reactant: [N+:1]([CH3:4])([O-:3])=[O:2].[H-].[Na+].[O-]S([O-])(=O)=O.[Mg+2].[CH3:13][O:14][C:15](=[O:25])[C:16]1[C:21]([F:22])=[CH:20][C:19]([Br:23])=[CH:18][C:17]=1F. Product: [CH3:13][O:14][C:15](=[O:25])[C:16]1[C:17]([CH2:4][N+:1]([O-:3])=[O:2])=[CH:18][C:19]([Br:23])=[CH:20][C:21]=1[F:22]. The catalyst class is: 16. (10) Reactant: [C:1]1([NH:7][C:8](=[O:20])[NH:9][C:10]2[CH:19]=[CH:18][C:13]([C:14]([O:16]C)=[O:15])=[CH:12][N:11]=2)[CH:6]=[CH:5][CH:4]=[CH:3][CH:2]=1.[OH-].[Li+].O.Cl. Product: [C:1]1([NH:7][C:8](=[O:20])[NH:9][C:10]2[CH:19]=[CH:18][C:13]([C:14]([OH:16])=[O:15])=[CH:12][N:11]=2)[CH:6]=[CH:5][CH:4]=[CH:3][CH:2]=1. The catalyst class is: 5.